Task: Predict the product of the given reaction.. Dataset: Forward reaction prediction with 1.9M reactions from USPTO patents (1976-2016) (1) Given the reactants [O:1]1[C:6]2([CH2:11][CH2:10][NH:9][CH2:8][CH2:7]2)[CH2:5][N:4]([CH2:12][CH2:13][O:14][C:15]2[CH:16]=[C:17]([CH2:21][C:22]([O:24][CH3:25])=[O:23])[CH:18]=[CH:19][CH:20]=2)[CH2:3][CH2:2]1.C(=O)([O-])[O-].[K+].[K+].[NH2:32][C:33]1[N:41]=[C:40]([O:42][CH2:43][CH2:44][O:45][CH3:46])[N:39]=[C:38]2[C:34]=1[NH:35][C:36](=[O:56])[N:37]2[CH2:47][C:48]1[CH:53]=[CH:52][C:51]([CH2:54]Cl)=[CH:50][CH:49]=1.O, predict the reaction product. The product is: [NH2:32][C:33]1[N:41]=[C:40]([O:42][CH2:43][CH2:44][O:45][CH3:46])[N:39]=[C:38]2[C:34]=1[NH:35][C:36](=[O:56])[N:37]2[CH2:47][C:48]1[CH:49]=[CH:50][C:51]([CH2:54][N:9]2[CH2:8][CH2:7][C:6]3([O:1][CH2:2][CH2:3][N:4]([CH2:12][CH2:13][O:14][C:15]4[CH:16]=[C:17]([CH2:21][C:22]([O:24][CH3:25])=[O:23])[CH:18]=[CH:19][CH:20]=4)[CH2:5]3)[CH2:11][CH2:10]2)=[CH:52][CH:53]=1. (2) Given the reactants CO.[ClH:3].[CH2:4]([NH:11][C@H:12]1[CH2:17][CH2:16][N:15](C(OC(C)(C)C)=O)[CH2:14][C@H:13]1[F:25])[C:5]1[CH:10]=[CH:9][CH:8]=[CH:7][CH:6]=1, predict the reaction product. The product is: [ClH:3].[CH2:4]([NH:11][C@H:12]1[CH2:17][CH2:16][NH:15][CH2:14][C@H:13]1[F:25])[C:5]1[CH:6]=[CH:7][CH:8]=[CH:9][CH:10]=1. (3) Given the reactants Cl.[CH2:2]([O:6][C:7]1[CH:12]=[CH:11][C:10]([CH2:13][CH:14]([NH2:29])[C:15]2[NH:16][CH:17]=[C:18]([C:20]3[CH:25]=[CH:24][C:23]([N+:26]([O-:28])=[O:27])=[CH:22][CH:21]=3)[N:19]=2)=[CH:9][CH:8]=1)[CH2:3][CH2:4][CH3:5].[C:30]([CH:34]1[CH2:39][CH2:38][CH:37]([C:40](O)=[O:41])[CH2:36][CH2:35]1)([CH3:33])([CH3:32])[CH3:31], predict the reaction product. The product is: [CH2:2]([O:6][C:7]1[CH:8]=[CH:9][C:10]([CH2:13][C@H:14]([NH:29][C:40]([CH:37]2[CH2:38][CH2:39][CH:34]([C:30]([CH3:33])([CH3:32])[CH3:31])[CH2:35][CH2:36]2)=[O:41])[C:15]2[NH:16][CH:17]=[C:18]([C:20]3[CH:21]=[CH:22][C:23]([N+:26]([O-:28])=[O:27])=[CH:24][CH:25]=3)[N:19]=2)=[CH:11][CH:12]=1)[CH2:3][CH2:4][CH3:5]. (4) Given the reactants [F:1][C@H:2]1[CH2:6][CH2:5][N:4](C(OC(C)(C)C)=O)[C@@H:3]1[C:14](=[O:33])[NH:15][CH2:16][C:17]1[CH:22]=[C:21]([C:23]2[CH:24]=[N:25][C:26]([C:29]([F:32])([F:31])[F:30])=[CH:27][CH:28]=2)[N:20]=[CH:19][N:18]=1.[ClH:34], predict the reaction product. The product is: [ClH:34].[F:1][C@H:2]1[CH2:6][CH2:5][NH:4][C@@H:3]1[C:14]([NH:15][CH2:16][C:17]1[CH:22]=[C:21]([C:23]2[CH:24]=[N:25][C:26]([C:29]([F:32])([F:31])[F:30])=[CH:27][CH:28]=2)[N:20]=[CH:19][N:18]=1)=[O:33]. (5) Given the reactants [N:1]1[CH:6]=[CH:5][C:4]([C:7]2[S:8][CH:9]=[C:10]([CH2:12][C:13]([NH2:15])=[O:14])[N:11]=2)=[CH:3][CH:2]=1.CN(C)[CH:18]=[CH:19][C:20](=O)[CH2:21][O:22][CH3:23].[H-].[Na+].Cl, predict the reaction product. The product is: [CH3:23][O:22][CH2:21][C:20]1[NH:15][C:13](=[O:14])[C:12]([C:10]2[N:11]=[C:7]([C:4]3[CH:5]=[CH:6][N:1]=[CH:2][CH:3]=3)[S:8][CH:9]=2)=[CH:18][CH:19]=1. (6) Given the reactants [CH2:1](O[C@H](C)[C@H](NC(OC[CH:1]1C2C=CC=CC=2[C:7]2[C:2]1=[CH:3]C=CC=2)=O)C(O)=O)[C:2]1[CH:7]=CC=C[CH:3]=1.N[C@H](C1C=CC(OC[C@H](O)CO)=CC=1)C([NH:37][C@@H:38]([C@H:50]([C:52]1C=CC=CC=1)[CH3:51])[C:39]([NH:41][C:42]1[CH:47]=[CH:46][C:45](I)=[CH:44][C:43]=1[Cl:49])=[O:40])=O.C(O[C:75]([NH:77][C@H:78]([C:82]1[CH:87]=[CH:86][C:85]([O:88][CH2:89][C@H:90]2[CH2:94][O:93]C(C)(C)[O:91]2)=[CH:84][CH:83]=1)[C:79]([OH:81])=O)=[O:76])(C)(C)C, predict the reaction product. The product is: [C:2]([C:45]1[CH:46]=[CH:47][C:42]([NH:41][C:39](=[O:40])[C@@H:38]([N:37]2[C:79](=[O:81])[C@@H:78]([C:82]3[CH:83]=[CH:84][C:85]([O:88][CH2:89][C@H:90]([OH:91])[CH2:94][OH:93])=[CH:86][CH:87]=3)[NH:77][C:75]2=[O:76])[CH:50]([CH3:51])[CH3:52])=[C:43]([Cl:49])[CH:44]=1)([CH3:7])([CH3:3])[CH3:1]. (7) The product is: [ClH:18].[CH:1]1[C:10]2[C:5](=[CH:6][CH:7]=[CH:8][CH:9]=2)[CH:4]=[CH:3][C:2]=1[CH:11]=[N:17][NH:16][C:13]([NH2:15])=[NH:14]. Given the reactants [CH:1]1[C:10]2[C:5](=[CH:6][CH:7]=[CH:8][CH:9]=2)[CH:4]=[CH:3][C:2]=1[CH:11]=O.[C:13]([NH:16][NH2:17])([NH2:15])=[NH:14].[ClH:18], predict the reaction product. (8) The product is: [Cl:1][C:2]1[CH:7]=[CH:6][C:5]([CH2:8][CH:9]([NH:14][CH:20]=[O:21])[CH2:10][CH:11]([CH3:13])[CH3:12])=[CH:4][C:3]=1[O:15][CH2:16][CH2:17][O:18][CH3:19]. Given the reactants [Cl:1][C:2]1[CH:7]=[CH:6][C:5]([CH2:8][CH:9]([NH2:14])[CH2:10][CH:11]([CH3:13])[CH3:12])=[CH:4][C:3]=1[O:15][CH2:16][CH2:17][O:18][CH3:19].[CH:20](O)=[O:21], predict the reaction product.